This data is from Reaction yield outcomes from USPTO patents with 853,638 reactions. The task is: Predict the reaction yield, written as a fraction of the theoretical maximum amount of product (1.0 means a 100% yield; for example, 0.34 means a 34% yield). (1) The reactants are [S:1](=[O:5])(=[O:4])([OH:3])[OH:2].C1COCC1.[F:11][C:12]1[CH:13]=[C:14]([NH:23][C:24]([C@@H:26]2[N:35]([C:36]([C@@H:38]3[CH2:41][C@H:40]([CH2:42][C:43]([OH:45])=[O:44])[CH2:39]3)=[O:37])[CH2:34][CH2:33][C:32]3[N:31]=[C:30]([O:46][CH3:47])[CH:29]=[CH:28][C:27]2=3)=[O:25])[CH:15]=[C:16]2[C:20]=1[C:19]([CH3:22])([CH3:21])[CH2:18][CH2:17]2. The catalyst is C1COCC1. The product is [S:1]([OH:5])([OH:4])(=[O:3])=[O:2].[F:11][C:12]1[CH:13]=[C:14]([NH:23][C:24]([C@@H:26]2[N:35]([C:36]([C@@H:38]3[CH2:41][C@H:40]([CH2:42][C:43]([OH:45])=[O:44])[CH2:39]3)=[O:37])[CH2:34][CH2:33][C:32]3[N:31]=[C:30]([O:46][CH3:47])[CH:29]=[CH:28][C:27]2=3)=[O:25])[CH:15]=[C:16]2[C:20]=1[C:19]([CH3:22])([CH3:21])[CH2:18][CH2:17]2. The yield is 0.970. (2) The reactants are [OH:1][C:2]1[CH:11]=[C:10]2[C:5]([C:6](=[O:20])[N:7]([CH2:12][O:13][C:14](=[O:19])[C:15]([CH3:18])([CH3:17])[CH3:16])[CH:8]=[N:9]2)=[CH:4][C:3]=1[O:21][CH3:22].C1(P(C2C=CC=CC=2)C2C=CC=CC=2)C=CC=CC=1.[Br:42][CH2:43][CH2:44][CH2:45]O.N(C(OCC)=O)=NC(OCC)=O. The catalyst is C(Cl)Cl. The product is [Br:42][CH2:43][CH2:44][CH2:45][O:1][C:2]1[CH:11]=[C:10]2[C:5]([C:6](=[O:20])[N:7]([CH2:12][O:13][C:14](=[O:19])[C:15]([CH3:16])([CH3:17])[CH3:18])[CH:8]=[N:9]2)=[CH:4][C:3]=1[O:21][CH3:22]. The yield is 0.920. (3) The reactants are [F:1][C:2]1[CH:3]=[C:4](B(O)O)[CH:5]=[CH:6][C:7]=1[F:8].[NH2:12][C:13]1[N:14]=[C:15]([N:24]2[CH2:29][CH2:28][N:27]([C:30](=[O:40])[CH2:31][O:32][C:33]3[CH:38]=[CH:37][C:36]([Cl:39])=[CH:35][CH:34]=3)[CH2:26][CH2:25]2)[C:16]2[N:22]=[C:21](Cl)[CH:20]=[CH:19][C:17]=2[N:18]=1. No catalyst specified. The product is [NH2:12][C:13]1[N:14]=[C:15]([N:24]2[CH2:25][CH2:26][N:27]([C:30](=[O:40])[CH2:31][O:32][C:33]3[CH:38]=[CH:37][C:36]([Cl:39])=[CH:35][CH:34]=3)[CH2:28][CH2:29]2)[C:16]2[N:22]=[C:21]([C:4]3[CH:5]=[CH:6][C:7]([F:8])=[C:2]([F:1])[CH:3]=3)[CH:20]=[CH:19][C:17]=2[N:18]=1. The yield is 0.710. (4) The reactants are [CH3:1][O:2][C:3]1[CH:20]=[CH:19][C:6]([CH2:7][N:8]2[CH:12]=[C:11]([C:13]3[S:14][CH:15]=[C:16]([NH2:18])[N:17]=3)[CH:10]=[N:9]2)=[CH:5][CH:4]=1.Cl[C:22]1[CH:27]=[CH:26][CH:25]=[CH:24][N:23]=1.C1(P(C(C)(C)C)F)CCCCC1.CC(C)([O-])C.[Na+]. The catalyst is COCCOC.CC([O-])=O.CC([O-])=O.[Pd+2]. The product is [CH3:1][O:2][C:3]1[CH:4]=[CH:5][C:6]([CH2:7][N:8]2[CH:12]=[C:11]([C:13]3[S:14][CH:15]=[C:16]([NH:18][C:22]4[CH:27]=[CH:26][CH:25]=[CH:24][N:23]=4)[N:17]=3)[CH:10]=[N:9]2)=[CH:19][CH:20]=1. The yield is 0.570. (5) The reactants are [Br:1][C:2]1[C:7]([F:8])=[CH:6][C:5]([NH:9]C(=O)C)=[CH:4][C:3]=1[Cl:13].Cl. The catalyst is C(O)C. The product is [Br:1][C:2]1[C:7]([F:8])=[CH:6][C:5]([NH2:9])=[CH:4][C:3]=1[Cl:13]. The yield is 0.960. (6) The reactants are Cl.[NH2:2][OH:3].[OH-:4].[K+].[CH:6]1([NH:9][C:10](=[O:42])[C:11]([C:35]2[CH:40]=[CH:39][C:38]([F:41])=[CH:37][CH:36]=2)=[CH:12][C:13]2[CH:18]=[CH:17][C:16]([CH:19]=[CH:20][C:21]([NH:23][CH2:24][C:25]3[CH:26]=[C:27]([CH:32]=[CH:33][CH:34]=3)C(OC)=O)=[O:22])=[CH:15][CH:14]=2)[CH2:8][CH2:7]1.[CH3:43]O. The catalyst is C(Cl)Cl.O. The product is [CH:6]1([NH:9][C:10](=[O:42])/[C:11](/[C:35]2[CH:40]=[CH:39][C:38]([F:41])=[CH:37][CH:36]=2)=[CH:12]/[C:13]2[CH:14]=[CH:15][C:16]([CH:19]=[CH:20][C:21]([NH:23][CH2:24][C:25]3[CH:26]=[CH:27][C:32]([C:43]([NH:2][OH:3])=[O:4])=[CH:33][CH:34]=3)=[O:22])=[CH:17][CH:18]=2)[CH2:7][CH2:8]1. The yield is 0.200. (7) The reactants are CO[C:3](=[O:26])[CH:4]([C:18]1[CH:23]=[CH:22][C:21]([Cl:24])=[C:20]([Cl:25])[CH:19]=1)[CH2:5][CH:6]1[CH2:10][CH2:9][CH2:8][CH:7]1[O:11][CH:12]1[CH2:17][CH2:16][CH2:15][CH2:14][O:13]1.[CH3:27][NH:28][C:29]([NH2:31])=[O:30].C[O-].[Mg+2].C[O-].CO. No catalyst specified. The product is [Cl:25][C:20]1[CH:19]=[C:18]([CH:4]([CH2:5][CH:6]2[CH2:10][CH2:9][CH2:8][CH:7]2[O:11][CH:12]2[CH2:17][CH2:16][CH2:15][CH2:14][O:13]2)[C:3]([NH:31][C:29]([NH:28][CH3:27])=[O:30])=[O:26])[CH:23]=[CH:22][C:21]=1[Cl:24]. The yield is 0.118. (8) The reactants are [F:1][C:2]1[C:3]([O:13][CH3:14])=[C:4]([C:8]2(O)[CH2:11][CH2:10][CH2:9]2)[CH:5]=[CH:6][CH:7]=1.[SiH](CC)(CC)CC. The catalyst is C(O)(C(F)(F)F)=O.C(Cl)Cl. The product is [CH:8]1([C:4]2[CH:5]=[CH:6][CH:7]=[C:2]([F:1])[C:3]=2[O:13][CH3:14])[CH2:9][CH2:10][CH2:11]1. The yield is 0.705.